From a dataset of Reaction yield outcomes from USPTO patents with 853,638 reactions. Predict the reaction yield, written as a fraction of the theoretical maximum amount of product (1.0 means a 100% yield; for example, 0.34 means a 34% yield). The reactants are C[O:2][C:3](=[O:29])[CH:4]([NH:19][C:20]1[CH:25]=[CH:24][C:23]([C:26](=[NH:28])[NH2:27])=[CH:22][CH:21]=1)[C:5]1[CH:10]=[CH:9][C:8]([O:11][CH2:12][CH2:13][O:14][CH3:15])=[C:7]([O:16][CH2:17][CH3:18])[CH:6]=1.[OH-].[Na+:31]. The catalyst is CO. The product is [C:26]([C:23]1[CH:22]=[CH:21][C:20]([NH:19][CH:4]([C:5]2[CH:10]=[CH:9][C:8]([O:11][CH2:12][CH2:13][O:14][CH3:15])=[C:7]([O:16][CH2:17][CH3:18])[CH:6]=2)[C:3]([O-:29])=[O:2])=[CH:25][CH:24]=1)(=[NH:27])[NH2:28].[Na+:31]. The yield is 0.180.